Dataset: Catalyst prediction with 721,799 reactions and 888 catalyst types from USPTO. Task: Predict which catalyst facilitates the given reaction. (1) Reactant: [OH-].[Na+].Cl.[SH:4][C:5]1[N:10]=[C:9]([CH3:11])[CH:8]=[CH:7][N:6]=1.[CH3:12]I. Product: [CH3:11][C:9]1[CH:8]=[CH:7][N:6]=[C:5]([S:4][CH3:12])[N:10]=1. The catalyst class is: 6. (2) Reactant: [OH-].[K+].[CH3:3][O:4][C:5]1[CH:10]=[C:9]([CH3:11])[C:8]([S:12]([N:15]2[CH2:20][CH2:19][N:18]3[C:21]([CH3:24])=[CH:22][CH:23]=[C:17]3[CH:16]2[CH2:25][O:26][CH2:27][C:28]([O:30]C(C)(C)C)=[O:29])(=[O:14])=[O:13])=[C:7]([CH3:35])[CH:6]=1. Product: [CH3:3][O:4][C:5]1[CH:10]=[C:9]([CH3:11])[C:8]([S:12]([N:15]2[CH2:20][CH2:19][N:18]3[C:21]([CH3:24])=[CH:22][CH:23]=[C:17]3[CH:16]2[CH2:25][O:26][CH2:27][C:28]([OH:30])=[O:29])(=[O:14])=[O:13])=[C:7]([CH3:35])[CH:6]=1. The catalyst class is: 5. (3) The catalyst class is: 15. Product: [CH2:13]([C:11]1[C:10]([O:15][CH3:16])=[N:9][C:8]([CH3:17])=[C:7]([C:6]2[N:20]([CH3:19])[N:2]=[CH:4][N:5]=2)[CH:12]=1)[CH3:14]. Reactant: C[N:2]([CH:4]=[N:5][C:6](=O)[C:7]1[CH:12]=[C:11]([CH2:13][CH3:14])[C:10]([O:15][CH3:16])=[N:9][C:8]=1[CH3:17])C.[CH3:19][NH:20]N.